From a dataset of Full USPTO retrosynthesis dataset with 1.9M reactions from patents (1976-2016). Predict the reactants needed to synthesize the given product. (1) Given the product [Cl:8][C:6]1[C:5]([C:9]#[N:10])=[C:4]([NH:24][CH2:23][CH2:21][OH:22])[N:3]=[C:2]([NH:14][CH2:18][CH2:20][OH:25])[N:7]=1, predict the reactants needed to synthesize it. The reactants are: Cl[C:2]1[N:7]=[C:6]([Cl:8])[C:5]([C:9]#[N:10])=[C:4](Cl)[N:3]=1.C([N:14]([CH:18]([CH3:20])C)C(C)C)C.[CH2:21]([CH2:23][NH2:24])[OH:22].[O:25]1CCOCC1. (2) Given the product [CH3:15][C:14]1[CH:13]=[C:12]([CH3:16])[NH:11][C:10](=[O:17])[C:9]=1[CH2:8][NH:7][C:5](=[O:6])[C:4]1[CH:18]=[C:19]([N:21]2[CH2:26][CH2:25][CH2:24][CH2:23][CH2:22]2)[N:20]=[C:2]([C:41]2[CH:40]=[CH:5][C:4]([CH:30]=[O:33])=[CH:3][CH:2]=2)[CH:3]=1, predict the reactants needed to synthesize it. The reactants are: Cl[C:2]1[CH:3]=[C:4]([CH:18]=[C:19]([N:21]2[CH2:26][CH2:25][CH2:24][CH2:23][CH2:22]2)[N:20]=1)[C:5]([NH:7][CH2:8][C:9]1[C:10](=[O:17])[NH:11][C:12]([CH3:16])=[CH:13][C:14]=1[CH3:15])=[O:6].B(O)O.[C:30]([O-:33])([O-])=O.[Na+].[Na+].O1[CH2:41][CH2:40]OCC1.O.